The task is: Predict the product of the given reaction.. This data is from Forward reaction prediction with 1.9M reactions from USPTO patents (1976-2016). (1) The product is: [CH3:1][C:2]1[C:3]([CH:23]=[O:24])=[CH:4][N:5]([S:13]([C:16]2[CH:21]=[CH:20][CH:19]=[C:18]([CH3:22])[CH:17]=2)(=[O:15])=[O:14])[C:6]=1[C:7]1[CH:8]=[CH:9][CH:10]=[CH:11][CH:12]=1. Given the reactants [CH3:1][C:2]1[C:3]([C:23](OCC)=[O:24])=[CH:4][N:5]([S:13]([C:16]2[CH:21]=[CH:20][CH:19]=[C:18]([CH3:22])[CH:17]=2)(=[O:15])=[O:14])[C:6]=1[C:7]1[CH:12]=[CH:11][CH:10]=[CH:9][CH:8]=1.[H-].C([Al+]CC(C)C)C(C)C.Cl, predict the reaction product. (2) Given the reactants [CH3:1][C:2]1[N:3]([C@H:8]2[CH2:12][C@@:11]([CH:16]([CH3:18])[CH3:17])([C:13]([OH:15])=O)[CH:10]=[CH:9]2)[C:4]([CH3:7])=[CH:5][CH:6]=1.[F:19][C:20]([F:32])([F:31])[C:21]1[CH:22]=[N:23][C:24]2[CH2:25][CH2:26][NH:27][CH2:28][C:29]=2[CH:30]=1, predict the reaction product. The product is: [CH3:7][C:4]1[N:3]([C@H:8]2[CH2:12][C@:11]([C:13]([N:27]3[CH2:26][CH2:25][C:24]4[N:23]=[CH:22][C:21]([C:20]([F:19])([F:31])[F:32])=[CH:30][C:29]=4[CH2:28]3)=[O:15])([CH:16]([CH3:18])[CH3:17])[CH:10]=[CH:9]2)[C:2]([CH3:1])=[CH:6][CH:5]=1.